Dataset: Reaction yield outcomes from USPTO patents with 853,638 reactions. Task: Predict the reaction yield, written as a fraction of the theoretical maximum amount of product (1.0 means a 100% yield; for example, 0.34 means a 34% yield). (1) The yield is 0.520. The reactants are N(C(OC(C)C)=O)=NC(OC(C)C)=O.[OH:15][C:16]1[CH:25]=[C:24]2[C:19]([CH:20]=[CH:21][C:22](=[O:26])[O:23]2)=[CH:18][CH:17]=1.O[C@@H:28]1[CH2:32][CH2:31][N:30]([C:33]([O:35][C:36]([CH3:39])([CH3:38])[CH3:37])=[O:34])[CH2:29]1.C1(P(C2C=CC=CC=2)C2C=CC=CC=2)C=CC=CC=1.C(N(CC)CC)C. The catalyst is C1COCC1. The product is [O:26]=[C:22]1[CH:21]=[CH:20][C:19]2[C:24](=[CH:25][C:16]([O:15][C@H:32]3[CH2:28][CH2:29][N:30]([C:33]([O:35][C:36]([CH3:39])([CH3:38])[CH3:37])=[O:34])[CH2:31]3)=[CH:17][CH:18]=2)[O:23]1. (2) The yield is 0.550. The catalyst is O1CCCC1. The reactants are [O:1]([C:8]1[CH:14]=[CH:13][CH:12]=[CH:11][C:9]=1[NH2:10])[C:2]1[CH:7]=[CH:6][CH:5]=[CH:4][CH:3]=1.C(N(C(C)C)CC)(C)C.[C:24](=[O:29])=[N:25][C:26](Cl)=[O:27].[NH2:30][C:31]1[S:32][CH:33]=[CH:34][N:35]=1. The product is [O:1]([C:8]1[CH:14]=[CH:13][CH:12]=[CH:11][C:9]=1[NH:10][C:24]([NH:25][C:26]([NH:30][C:31]1[S:32][CH:33]=[CH:34][N:35]=1)=[O:27])=[O:29])[C:2]1[CH:3]=[CH:4][CH:5]=[CH:6][CH:7]=1. (3) The reactants are [Cl:1][C:2]1[C:7]([C:8]#[N:9])=[C:6]([N:10]2[CH2:13][CH:12]([O:14][CH3:15])[CH2:11]2)[C:5]([O:16][CH2:17][CH3:18])=[C:4]([CH:19](O)[CH3:20])[CH:3]=1.CN(C)C=O.S(Cl)([Cl:29])=O. The catalyst is C(Cl)Cl.CCOC(C)=O. The product is [Cl:1][C:2]1[C:7]([C:8]#[N:9])=[C:6]([N:10]2[CH2:13][CH:12]([O:14][CH3:15])[CH2:11]2)[C:5]([O:16][CH2:17][CH3:18])=[C:4]([CH:19]([Cl:29])[CH3:20])[CH:3]=1. The yield is 1.00. (4) The reactants are CI.[C:3](=[O:6])([O-])[O-].[K+].[K+].[Cl:9][C:10]1[CH:15]=[CH:14][CH:13]=[C:12]([F:16])[C:11]=1O. The catalyst is O1CCCC1. The product is [Cl:9][C:10]1[CH:15]=[CH:14][CH:13]=[C:12]([F:16])[C:11]=1[O:6][CH3:3]. The yield is 0.940.